From a dataset of CYP2C9 inhibition data for predicting drug metabolism from PubChem BioAssay. Regression/Classification. Given a drug SMILES string, predict its absorption, distribution, metabolism, or excretion properties. Task type varies by dataset: regression for continuous measurements (e.g., permeability, clearance, half-life) or binary classification for categorical outcomes (e.g., BBB penetration, CYP inhibition). Dataset: cyp2c9_veith. The compound is CCCCCC/C(C)=C1/SC(=S)NC1=O. The result is 1 (inhibitor).